This data is from Catalyst prediction with 721,799 reactions and 888 catalyst types from USPTO. The task is: Predict which catalyst facilitates the given reaction. Reactant: [Br:1][C:2]1[C:3]([N:22]2[CH2:27][CH2:26][CH2:25][C@@H:24]([NH:28]C(=O)OC(C)(C)C)[CH2:23]2)=[C:4]2[C:10]([NH:11][C:12](=[O:21])[C:13]3[CH:18]=[C:17]([CH3:19])[CH:16]=[CH:15][C:14]=3[F:20])=[CH:9][NH:8][C:5]2=[N:6][CH:7]=1.C(O)(C(F)(F)F)=O.[ClH:43]. Product: [ClH:43].[NH2:28][C@@H:24]1[CH2:25][CH2:26][CH2:27][N:22]([C:3]2[C:2]([Br:1])=[CH:7][N:6]=[C:5]3[NH:8][CH:9]=[C:10]([NH:11][C:12](=[O:21])[C:13]4[CH:18]=[C:17]([CH3:19])[CH:16]=[CH:15][C:14]=4[F:20])[C:4]=23)[CH2:23]1. The catalyst class is: 2.